Dataset: Peptide-MHC class II binding affinity with 134,281 pairs from IEDB. Task: Regression. Given a peptide amino acid sequence and an MHC pseudo amino acid sequence, predict their binding affinity value. This is MHC class II binding data. (1) The peptide sequence is AAAQKEVSGVKGFTL. The MHC is DRB3_0101 with pseudo-sequence DRB3_0101. The binding affinity (normalized) is 0.157. (2) The peptide sequence is IPTAFSIGKTYKPEE. The MHC is DRB1_1201 with pseudo-sequence DRB1_1201. The binding affinity (normalized) is 0.293.